Dataset: CYP2C19 inhibition data for predicting drug metabolism from PubChem BioAssay. Task: Regression/Classification. Given a drug SMILES string, predict its absorption, distribution, metabolism, or excretion properties. Task type varies by dataset: regression for continuous measurements (e.g., permeability, clearance, half-life) or binary classification for categorical outcomes (e.g., BBB penetration, CYP inhibition). Dataset: cyp2c19_veith. The drug is Cn1cccc1C(=O)N1CCC[C@@]2(CCN(c3ncccn3)C2)C1. The result is 0 (non-inhibitor).